From a dataset of Drug-target binding data from BindingDB using IC50 measurements. Regression. Given a target protein amino acid sequence and a drug SMILES string, predict the binding affinity score between them. We predict pIC50 (pIC50 = -log10(IC50 in M); higher means more potent). Dataset: bindingdb_ic50. (1) The target protein sequence is AARFKTFFNWPSSVLVNPEQLASAGFYYVGNSDDVKCFCCDGGLRCWESGDDPWVQHAKWFPRCEYLIRIKGQEFIRQVQASYPHLLEQLLSTSDSPGDENAESSIIH. The small molecule is CNC(C)C(=O)Nc1cc(-c2c(Cl)c(C)nc3cc(Cl)cc(Cl)c23)cc(NC(=O)c2ccc(Cl)cn2)n1. The pIC50 is 7.7. (2) The small molecule is COC(=N)Cc1ccc(-c2cnc(C(=O)CCCCCCc3ccccc3)o2)nc1. The target protein (Q8VCT4) has sequence MGLYPLIWLSLAACTAWGYPSSPPVVNTVKGKVLGKYVNLEGFTQPVAVFLGVPFAKPPLGSLRFAPPQPAEPWSFVKNTTSYPPMCSQDAVGGQVLSELFTNRKENIPLQFSEDCLYLNIYTPADLTKNSRLPVMVWIHGGGLVVGGASTYDGLALSAHENVVVVTIQYRLGIWGFFSTGDEHSRGNWGHLDQVAALRWVQDNIANFGGNPGSVTIFGESAGGFSVSVLVLSPLAKNLFHRAISESGVSLTAALITTDVKPIAGLVATLSGCKTTTSAVMVHCLRQKTEDELLETSLKLNLFKLDLLGNPKESYPFLPTVIDGVVLPKAPEEILAEKSFSTVPYIVGINKQEFGWIIPTLMGYPLAEGKLDQKTANSLLWKSYPTLKISENMIPVVAEKYLGGTDDLTKKKDLFQDLMADVVFGVPSVIVSRSHRDAGASTYMYEFEYRPSFVSAMRPKAVIGDHGDEIFSVFGSPFLKDGASEEETNLSKMVMKFWAN.... The pIC50 is 6.3. (3) The compound is Nc1ncnc2c1ncn2[C@@H]1O[C@H](CSSC[C@H]2O[C@@H](n3cnc4c(N)ncnc43)[C@H](O)[C@@H]2O)[C@@H](O)[C@H]1O. The target protein (P9WHV7) has sequence MTAHRSVLLVVHTGRDEATETARRVEKVLGDNKIALRVLSAEAVDRGSLHLAPDDMRAMGVEIEVVDADQHAADGCELVLVLGGDGTFLRAAELARNASIPVLGVNLGRIGFLAEAEAEAIDAVLEHVVAQDYRVEDRLTLDVVVRQGGRIVNRGWALNEVSLEKGPRLGVLGVVVEIDGRPVSAFGCDGVLVSTPTGSTAYAFSAGGPVLWPDLEAILVVPNNAHALFGRPMVTSPEATIAIEIEADGHDALVFCDGRREMLIPAGSRLEVTRCVTSVKWARLDSAPFTDRLVRKFRLPVTGWRGK. The pIC50 is 4.3. (4) The drug is CCCCCCCCCCCCCCC(N)CN(CC)CC. The target protein sequence is ARMRTGEKYPLIIFSHGLGAFRTIYSAIGTDLASYGFIVAAVEHRDGSASATCFFKDQSAAEIRNKTWLYLRTLGKGEEEFPLRNEQVRQRA. The pIC50 is 5.4.